Dataset: Full USPTO retrosynthesis dataset with 1.9M reactions from patents (1976-2016). Task: Predict the reactants needed to synthesize the given product. Given the product [Cl:27][C:28]1[C:29]([O:41][CH3:42])=[C:30]([C:31](=[O:32])[CH2:19][C:8]2[CH:7]=[C:6]([NH:5][C:3](=[O:4])[C:2]([CH3:21])([CH3:20])[CH3:1])[N:11]=[CH:10][C:9]=2[NH:12][C:13](=[O:18])[C:14]([CH3:15])([CH3:17])[CH3:16])[CH:37]=[C:38]([Cl:40])[CH:39]=1, predict the reactants needed to synthesize it. The reactants are: [CH3:1][C:2]([CH3:21])([CH3:20])[C:3]([NH:5][C:6]1[N:11]=[CH:10][C:9]([NH:12][C:13](=[O:18])[C:14]([CH3:17])([CH3:16])[CH3:15])=[C:8]([CH3:19])[CH:7]=1)=[O:4].[Li]C(C)(C)C.[Cl:27][C:28]1[C:29]([O:41][CH3:42])=[C:30]([CH:37]=[C:38]([Cl:40])[CH:39]=1)[C:31](N(OC)C)=[O:32].C(O)(=O)CC(CC(O)=O)(C(O)=O)O.